This data is from Reaction yield outcomes from USPTO patents with 853,638 reactions. The task is: Predict the reaction yield, written as a fraction of the theoretical maximum amount of product (1.0 means a 100% yield; for example, 0.34 means a 34% yield). (1) The reactants are [NH2:1][CH2:2][CH2:3][C:4]1[N:5]=[CH:6][C:7]2[C:12]([CH:13]=1)=[CH:11][CH:10]=[CH:9][CH:8]=2.C(N(CC)CC)C.Cl[C:22]([O:24][CH2:25][CH3:26])=[O:23]. The catalyst is ClCCl. The product is [CH:6]1[C:7]2[C:12](=[CH:11][CH:10]=[CH:9][CH:8]=2)[CH:13]=[C:4]([CH2:3][CH2:2][NH:1][C:22](=[O:23])[O:24][CH2:25][CH3:26])[N:5]=1. The yield is 0.590. (2) The reactants are [CH3:1][O:2][C:3]1[CH:4]=[C:5]([CH:9]2[C:17]3[C:12](=[CH:13][CH:14]=[CH:15][CH:16]=3)[CH:11]([C:18]3[CH:23]=[CH:22][C:21]4[O:24][CH2:25][O:26][C:20]=4[CH:19]=3)[CH:10]2[C:27]([O-:29])=[O:28])[CH:6]=[CH:7][CH:8]=1.COC1C=C(C2C3C(=CC=CC=3)C(C3C=CC4OCOC=4C=3)=C2C(OCC)=O)C=CC=1. The catalyst is CCO.[Pd]. The product is [CH3:1][O:2][C:3]1[CH:4]=[C:5]([CH:9]2[C:17]3[C:12](=[CH:13][CH:14]=[CH:15][CH:16]=3)[CH:11]([C:18]3[CH:23]=[CH:22][C:21]4[O:24][CH2:25][O:26][C:20]=4[CH:19]=3)[CH:10]2[C:27]([OH:29])=[O:28])[CH:6]=[CH:7][CH:8]=1. The yield is 0.940.